Dataset: Full USPTO retrosynthesis dataset with 1.9M reactions from patents (1976-2016). Task: Predict the reactants needed to synthesize the given product. Given the product [C:15]([NH:18][CH2:19][C:20]([NH:1][C:2]1[C:3]([CH:10]2[CH2:11][CH2:12][CH2:13][CH2:14]2)=[N:4][NH:5][C:6]=1[C:7]([NH2:9])=[O:8])=[O:21])(=[O:17])[CH3:16], predict the reactants needed to synthesize it. The reactants are: [NH2:1][C:2]1[C:3]([CH:10]2[CH2:14][CH2:13][CH2:12][CH2:11]2)=[N:4][NH:5][C:6]=1[C:7]([NH2:9])=[O:8].[C:15]([NH:18][CH2:19][C:20](O)=[O:21])(=[O:17])[CH3:16].CN(C(ON1N=NC2C=CC=NC1=2)=[N+](C)C)C.F[P-](F)(F)(F)(F)F.C(N(C(C)C)CC)(C)C.